From a dataset of Forward reaction prediction with 1.9M reactions from USPTO patents (1976-2016). Predict the product of the given reaction. (1) Given the reactants [NH:1]([C:3]1[O:4][C:5]2[CH:11]=[CH:10][CH:9]=[CH:8][C:6]=2[N:7]=1)[NH2:2].[F:12][C:13]1[CH:22]=[C:21]2[C:16]([CH:17]=[CH:18][CH:19]=[N:20]2)=[CH:15][C:14]=1[CH2:23][C:24]1[N:28]2[N:29]=[C:30]([C:33](=O)[CH3:34])[CH:31]=[CH:32][C:27]2=[N:26][CH:25]=1, predict the reaction product. The product is: [F:12][C:13]1[CH:22]=[C:21]2[C:16]([CH:17]=[CH:18][CH:19]=[N:20]2)=[CH:15][C:14]=1[CH2:23][C:24]1[N:28]2[N:29]=[C:30](/[C:33](=[N:2]/[NH:1][C:3]3[O:4][C:5]4[CH:11]=[CH:10][CH:9]=[CH:8][C:6]=4[N:7]=3)/[CH3:34])[CH:31]=[CH:32][C:27]2=[N:26][CH:25]=1. (2) Given the reactants C([N:3]([CH2:6]C)CC)C.C1(P(N=[N+]=[N-])(C2C=CC=CC=2)=[O:15])C=CC=CC=1.[CH2:25]([O:27][C:28]([C:30]1(C(O)=O)[CH2:35][CH2:34][N:33]([C:36]([O:38][C:39]([CH3:42])([CH3:41])[CH3:40])=[O:37])[CH2:32][CH2:31]1)=[O:29])[CH3:26].[CH2:46]([OH:53])[C:47]1[CH:52]=[CH:51][CH:50]=[CH:49][CH:48]=1, predict the reaction product. The product is: [CH2:25]([O:27][C:28]([C:30]1([NH:3][C:6]([O:53][CH2:46][C:47]2[CH:52]=[CH:51][CH:50]=[CH:49][CH:48]=2)=[O:15])[CH2:31][CH2:32][N:33]([C:36]([O:38][C:39]([CH3:40])([CH3:41])[CH3:42])=[O:37])[CH2:34][CH2:35]1)=[O:29])[CH3:26]. (3) Given the reactants Cl[C:2]1[C:11]2=[N:12][N:13](CC3C=CC(OC)=CC=3)[CH:14]=[C:10]2[C:9]2[CH:8]=[C:7]([O:24][CH3:25])[CH:6]=[CH:5][C:4]=2[N:3]=1.[NH2:26][C:27]1[CH:28]=[C:29]([S:33]([NH:36][CH3:37])(=[O:35])=[O:34])[CH:30]=[CH:31][CH:32]=1.Cl, predict the reaction product. The product is: [CH3:25][O:24][C:7]1[CH:6]=[CH:5][C:4]2[N:3]=[C:2]([NH:26][C:27]3[CH:28]=[C:29]([S:33]([NH:36][CH3:37])(=[O:35])=[O:34])[CH:30]=[CH:31][CH:32]=3)[C:11]3=[N:12][NH:13][CH:14]=[C:10]3[C:9]=2[CH:8]=1. (4) Given the reactants [Cl:1][C:2]1[CH:29]=[CH:28][C:5]([CH2:6][NH:7][C:8]([C:10]2[C:11](=[O:27])[C:12]3[CH:19]=[C:18]([CH2:20][N:21]4[CH2:26][CH2:25][O:24][CH2:23][CH2:22]4)[S:17][C:13]=3[N:14]([CH3:16])[CH:15]=2)=[O:9])=[CH:4][CH:3]=1, predict the reaction product. The product is: [ClH:1].[Cl:1][C:2]1[CH:3]=[CH:4][C:5]([CH2:6][NH:7][C:8]([C:10]2[C:11](=[O:27])[C:12]3[CH:19]=[C:18]([CH2:20][N:21]4[CH2:22][CH2:23][O:24][CH2:25][CH2:26]4)[S:17][C:13]=3[N:14]([CH3:16])[CH:15]=2)=[O:9])=[CH:28][CH:29]=1. (5) Given the reactants [CH3:1][O:2][C:3]1[CH:4]=[C:5]([C:11]2[C:19]3[C:14](=[N:15][CH:16]=[CH:17][CH:18]=3)[NH:13][CH:12]=2)[CH:6]=[CH:7][C:8]=1[O:9][CH3:10].C(N(C(C)C)CC)C.[CH2:28]([O:30][C:31]1[CH:39]=[C:38]([N+:40]([O-:42])=[O:41])[CH:37]=[CH:36][C:32]=1[C:33](O)=[O:34])[CH3:29].F[P-](F)(F)(F)(F)F.Br[P+](N1CCCC1)(N1CCCC1)N1CCCC1, predict the reaction product. The product is: [CH3:1][O:2][C:3]1[CH:4]=[C:5]([C:11]2[C:19]3[C:14](=[N:15][CH:16]=[CH:17][CH:18]=3)[N:13]([C:33]([C:32]3[CH:36]=[CH:37][C:38]([N+:40]([O-:42])=[O:41])=[CH:39][C:31]=3[O:30][CH2:28][CH3:29])=[O:34])[CH:12]=2)[CH:6]=[CH:7][C:8]=1[O:9][CH3:10]. (6) Given the reactants [CH3:1][N:2]1[C:6](=[O:7])[C:5]2([CH2:11][CH2:10][C@H:9]([C:12]3[CH:19]=[CH:18][C:15]([C:16]#[N:17])=[CH:14][CH:13]=3)[CH2:8]2)[NH:4][C:3]1=[O:20].[NH2:21][OH:22], predict the reaction product. The product is: [OH:22]/[N:21]=[C:16](\[NH2:17])/[C:15]1[CH:18]=[CH:19][C:12]([C@H:9]2[CH2:10][CH2:11][C:5]3([NH:4][C:3](=[O:20])[N:2]([CH3:1])[C:6]3=[O:7])[CH2:8]2)=[CH:13][CH:14]=1.